Dataset: Peptide-MHC class I binding affinity with 185,985 pairs from IEDB/IMGT. Task: Regression. Given a peptide amino acid sequence and an MHC pseudo amino acid sequence, predict their binding affinity value. This is MHC class I binding data. (1) The peptide sequence is SEMVMCGGSL. The MHC is Patr-B2401 with pseudo-sequence Patr-B2401. The binding affinity (normalized) is 0.237. (2) The MHC is HLA-A80:01 with pseudo-sequence HLA-A80:01. The binding affinity (normalized) is 0.0847. The peptide sequence is PMQQLTQPL. (3) The peptide sequence is VYYREGRDQLW. The MHC is Mamu-B52 with pseudo-sequence Mamu-B52. The binding affinity (normalized) is 0.485. (4) The peptide sequence is KLWASQIY. The MHC is HLA-B07:02 with pseudo-sequence HLA-B07:02. The binding affinity (normalized) is 0. (5) The peptide sequence is GPGHKARVL. The binding affinity (normalized) is 0. The MHC is HLA-B51:01 with pseudo-sequence HLA-B51:01.